This data is from Forward reaction prediction with 1.9M reactions from USPTO patents (1976-2016). The task is: Predict the product of the given reaction. (1) Given the reactants [F:1][C:2]1[CH:3]=[C:4]([S:8][CH2:9][CH2:10][N:11]2[CH2:16][CH2:15][C:14]([CH2:22][CH2:23][CH2:24][N:25]3[C:34]4[C:29](=[CH:30][CH:31]=[C:32]([O:35][CH3:36])[CH:33]=4)[CH:28]=[CH:27][C:26]3=[O:37])([C:17]([O:19]CC)=[O:18])[CH2:13][CH2:12]2)[CH:5]=[CH:6][CH:7]=1.[OH-].[Na+], predict the reaction product. The product is: [F:1][C:2]1[CH:3]=[C:4]([S:8][CH2:9][CH2:10][N:11]2[CH2:12][CH2:13][C:14]([CH2:22][CH2:23][CH2:24][N:25]3[C:34]4[C:29](=[CH:30][CH:31]=[C:32]([O:35][CH3:36])[CH:33]=4)[CH:28]=[CH:27][C:26]3=[O:37])([C:17]([OH:19])=[O:18])[CH2:15][CH2:16]2)[CH:5]=[CH:6][CH:7]=1. (2) Given the reactants [O:1]=[S:2]1(=[O:20])[CH2:6][CH2:5][CH2:4][N:3]1[C:7]1[CH:19]=[CH:18][C:10]([C:11]([O:13]C(C)(C)C)=[O:12])=[CH:9][CH:8]=1.FC(F)(F)C(O)=O, predict the reaction product. The product is: [O:1]=[S:2]1(=[O:20])[CH2:6][CH2:5][CH2:4][N:3]1[C:7]1[CH:19]=[CH:18][C:10]([C:11]([OH:13])=[O:12])=[CH:9][CH:8]=1. (3) Given the reactants [Cl:1][C:2]1[CH:3]=[N+:4]([O-:34])[CH:5]=[C:6]([Cl:33])[C:7]=1[CH2:8][C@@H:9]([C:18]1[CH:23]=[CH:22][C:21]([O:24][CH:25]([F:27])[F:26])=[C:20]([O:28][CH2:29][CH:30]2[CH2:32][CH2:31]2)[CH:19]=1)[O:10][C:11]([C@H:13]1[NH:17][CH2:16][CH2:15][S:14]1)=[O:12].Cl[S:36]([C:39]1[CH:40]=[C:41]([CH:45]=[CH:46][CH:47]=1)[C:42]([OH:44])=[O:43])(=[O:38])=[O:37], predict the reaction product. The product is: [C:42]([C:41]1[CH:40]=[C:39]([S:36]([N:17]2[CH2:16][CH2:15][S:14][C@H:13]2[C:11]([O:10][C@H:9]([C:18]2[CH:23]=[CH:22][C:21]([O:24][CH:25]([F:27])[F:26])=[C:20]([O:28][CH2:29][CH:30]3[CH2:32][CH2:31]3)[CH:19]=2)[CH2:8][C:7]2[C:6]([Cl:33])=[CH:5][N+:4]([O-:34])=[CH:3][C:2]=2[Cl:1])=[O:12])(=[O:38])=[O:37])[CH:47]=[CH:46][CH:45]=1)([OH:44])=[O:43]. (4) Given the reactants [Cl:1][C:2]1[CH:13]=[C:12](F)[C:11]([N+:15]([O-:17])=[O:16])=[CH:10][C:3]=1[C:4]([NH:6][CH:7]1[CH2:9][CH2:8]1)=[O:5].[CH2:18]([NH2:20])[CH3:19], predict the reaction product. The product is: [Cl:1][C:2]1[CH:13]=[C:12]([NH:20][CH2:18][CH3:19])[C:11]([N+:15]([O-:17])=[O:16])=[CH:10][C:3]=1[C:4]([NH:6][CH:7]1[CH2:9][CH2:8]1)=[O:5].